This data is from Catalyst prediction with 721,799 reactions and 888 catalyst types from USPTO. The task is: Predict which catalyst facilitates the given reaction. (1) Reactant: [OH:1][CH:2]1[CH2:7][CH2:6][CH2:5][NH:4][CH2:3]1.C(N(CC)CC)C.[C:15](OC(=O)C)(=[O:17])[CH3:16]. Product: [OH:1][CH:2]1[CH2:7][CH2:6][CH2:5][N:4]([C:15](=[O:17])[CH3:16])[CH2:3]1. The catalyst class is: 4. (2) Reactant: [CH3:1][C:2]1[CH:7]=[CH:6][CH:5]=[C:4]([CH3:8])[C:3]=1[NH:9][C:10](=[O:18])[CH2:11][N:12]1[CH2:17][CH2:16][NH:15][CH2:14][CH2:13]1.[CH3:19][O:20][C:21]1[CH:31]=[CH:30][CH:29]=[CH:28][C:22]=1[O:23][CH2:24][CH:25]1[O:27][CH2:26]1. Product: [CH3:1][C:2]1[C:3]([NH:9][C:10]([CH2:11][N:12]2[CH2:13][CH2:14][N:15]([CH2:26][CH:25]([OH:27])[CH2:24][O:23][C:22]3[CH:28]=[CH:29][CH:30]=[CH:31][C:21]=3[O:20][CH3:19])[CH2:16][CH2:17]2)=[O:18])=[C:4]([CH3:8])[CH:5]=[CH:6][CH:7]=1. The catalyst class is: 5. (3) The catalyst class is: 7. Reactant: [OH:1][C:2]1[CH:11]=[CH:10][C:5]([C:6]([O:8][CH3:9])=[O:7])=[CH:4][CH:3]=1.[H-].[Na+].[Cl:14][C:15]1[CH:16]=[C:17]([CH:20]=[CH:21][C:22]=1[Cl:23])[CH2:18]Br. Product: [Cl:14][C:15]1[CH:16]=[C:17]([CH:20]=[CH:21][C:22]=1[Cl:23])[CH2:18][O:1][C:2]1[CH:3]=[CH:4][C:5]([C:6]([O:8][CH3:9])=[O:7])=[CH:10][CH:11]=1. (4) Product: [F:20][C:17]([F:18])([F:19])[CH2:16][CH2:15][CH:14]([C:11]1[CH:10]=[CH:9][C:8]([C:5]2[CH:6]=[CH:7][CH:2]=[CH:3][CH:4]=2)=[CH:13][N:12]=1)[NH2:21]. The catalyst class is: 43. Reactant: Cl[C:2]1[CH:7]=[CH:6][C:5]([C:8]2[CH:9]=[CH:10][C:11]([C:14](=[N:21]OC)[CH2:15][CH2:16][C:17]([F:20])([F:19])[F:18])=[N:12][CH:13]=2)=[CH:4][CH:3]=1. (5) Product: [Cl:1][C:2]1[CH:3]=[CH:4][C:5]2[N+:10]([O-:11])=[N:9][C:8](=[O:12])[N:7]([CH2:61][CH2:62][N:63]3[CH2:68][CH2:67][CH:66]([NH:69][C:70](=[O:76])[O:71][C:72]([CH3:75])([CH3:74])[CH3:73])[CH2:65][CH2:64]3)[C:6]=2[CH:13]=1. Reactant: [Cl:1][C:2]1[CH:3]=[CH:4][C:5]2[N+:10]([O-:11])=[N:9][C:8](=[O:12])[NH:7][C:6]=2[CH:13]=1.[H-].[Na+].FC1C=C2C(C=CC(=O)N2CCN2CCC(NCC3C=CC4OCC(=O)NC=4N=3)CC2)=CC=1.COC1C=C2C(C=CC(=O)N2[CH2:61][CH2:62][N:63]2[CH2:68][CH2:67][CH:66]([NH:69][C:70](=[O:76])[O:71][C:72]([CH3:75])([CH3:74])[CH3:73])[CH2:65][CH2:64]2)=CC=1. The catalyst class is: 27. (6) Reactant: [F:1][C:2]1[CH:7]=[CH:6][C:5]([C:8]2[CH:13]=[CH:12][N:11]=[C:10]([NH:14][C:15]3[CH:20]=[CH:19][C:18]([S:21]([N:24]4[CH2:29][CH2:28][CH:27]([NH:30][CH3:31])[CH2:26][CH2:25]4)(=[O:23])=[O:22])=[CH:17][CH:16]=3)[N:9]=2)=[CH:4][CH:3]=1.[CH3:32][S:33]([CH:36]=[CH2:37])(=[O:35])=[O:34]. Product: [F:1][C:2]1[CH:7]=[CH:6][C:5]([C:8]2[CH:13]=[CH:12][N:11]=[C:10]([NH:14][C:15]3[CH:20]=[CH:19][C:18]([S:21]([N:24]4[CH2:25][CH2:26][CH:27]([N:30]([CH2:37][CH2:36][S:33]([CH3:32])(=[O:35])=[O:34])[CH3:31])[CH2:28][CH2:29]4)(=[O:23])=[O:22])=[CH:17][CH:16]=3)[N:9]=2)=[CH:4][CH:3]=1. The catalyst class is: 5. (7) Product: [N:32]1([C:30]([C@@H:26]2[CH2:27][CH2:28][CH2:29][N:24]([C:20]3[N:21]=[C:22]4[NH:23][C:1]([C:3]5[CH:4]=[C:5]([CH2:9][C:10]([O:12][CH3:13])=[O:11])[CH:6]=[CH:7][CH:8]=5)=[N:16][C:17]4=[CH:18][CH:19]=3)[CH2:25]2)=[O:31])[CH2:36][CH2:35][CH2:34][CH2:33]1. Reactant: [CH:1]([C:3]1[CH:4]=[C:5]([CH2:9][C:10]([O:12][CH3:13])=[O:11])[CH:6]=[CH:7][CH:8]=1)=O.Cl.Cl.[NH2:16][C:17]1[CH:18]=[CH:19][C:20]([N:24]2[CH2:29][CH2:28][CH2:27][C@@H:26]([C:30]([N:32]3[CH2:36][CH2:35][CH2:34][CH2:33]3)=[O:31])[CH2:25]2)=[N:21][C:22]=1[NH2:23].S(S([O-])(=O)=O)([O-])(=O)=O.[Na+].[Na+].C(N(CC)CC)C. The catalyst class is: 97.